This data is from NCI-60 drug combinations with 297,098 pairs across 59 cell lines. The task is: Regression. Given two drug SMILES strings and cell line genomic features, predict the synergy score measuring deviation from expected non-interaction effect. (1) Drug 1: CC1=C2C(C(=O)C3(C(CC4C(C3C(C(C2(C)C)(CC1OC(=O)C(C(C5=CC=CC=C5)NC(=O)OC(C)(C)C)O)O)OC(=O)C6=CC=CC=C6)(CO4)OC(=O)C)O)C)O. Drug 2: N.N.Cl[Pt+2]Cl. Cell line: OVCAR-4. Synergy scores: CSS=51.6, Synergy_ZIP=-3.94, Synergy_Bliss=-0.284, Synergy_Loewe=-8.03, Synergy_HSA=-1.08. (2) Drug 1: COC1=C(C=C2C(=C1)N=CN=C2NC3=CC(=C(C=C3)F)Cl)OCCCN4CCOCC4. Cell line: SK-MEL-5. Drug 2: CC(CN1CC(=O)NC(=O)C1)N2CC(=O)NC(=O)C2. Synergy scores: CSS=51.5, Synergy_ZIP=6.68, Synergy_Bliss=10.5, Synergy_Loewe=0.301, Synergy_HSA=12.7. (3) Drug 1: CCC1(CC2CC(C3=C(CCN(C2)C1)C4=CC=CC=C4N3)(C5=C(C=C6C(=C5)C78CCN9C7C(C=CC9)(C(C(C8N6C)(C(=O)OC)O)OC(=O)C)CC)OC)C(=O)OC)O.OS(=O)(=O)O. Drug 2: C1C(C(OC1N2C=NC(=NC2=O)N)CO)O. Cell line: SNB-75. Synergy scores: CSS=7.50, Synergy_ZIP=-1.24, Synergy_Bliss=0.311, Synergy_Loewe=2.34, Synergy_HSA=0.140. (4) Drug 1: C1CCC(C1)C(CC#N)N2C=C(C=N2)C3=C4C=CNC4=NC=N3. Drug 2: CN1C2=C(C=C(C=C2)N(CCCl)CCCl)N=C1CCCC(=O)O.Cl. Cell line: DU-145. Synergy scores: CSS=6.49, Synergy_ZIP=-1.60, Synergy_Bliss=4.25, Synergy_Loewe=-6.71, Synergy_HSA=1.26. (5) Drug 1: C1CN1P(=S)(N2CC2)N3CC3. Drug 2: B(C(CC(C)C)NC(=O)C(CC1=CC=CC=C1)NC(=O)C2=NC=CN=C2)(O)O. Cell line: MDA-MB-231. Synergy scores: CSS=66.8, Synergy_ZIP=-5.65, Synergy_Bliss=-3.45, Synergy_Loewe=-2.44, Synergy_HSA=0.291. (6) Cell line: DU-145. Drug 1: C1=NC2=C(N1)C(=S)N=CN2. Drug 2: COC1=NC(=NC2=C1N=CN2C3C(C(C(O3)CO)O)O)N. Synergy scores: CSS=-0.830, Synergy_ZIP=-1.37, Synergy_Bliss=-0.789, Synergy_Loewe=-3.52, Synergy_HSA=-1.66.